Dataset: Forward reaction prediction with 1.9M reactions from USPTO patents (1976-2016). Task: Predict the product of the given reaction. (1) Given the reactants C(O[C:4]([C:6]1[C:7]2[S:14][CH:13]=[C:12]([CH2:15][O:16][C:17]3[CH:22]=[C:21]([NH:23][C:24](=[O:32])[C:25]4[CH:30]=[CH:29][CH:28]=[C:27]([Cl:31])[CH:26]=4)[CH:20]=[CH:19][C:18]=3[CH3:33])[C:8]=2[CH:9]=[N:10][CH:11]=1)=[O:5])C.[CH2:34]([CH2:36][NH2:37])[OH:35], predict the reaction product. The product is: [OH:35][CH2:34][CH2:36][NH:37][C:4]([C:6]1[C:7]2[S:14][CH:13]=[C:12]([CH2:15][O:16][C:17]3[CH:22]=[C:21]([NH:23][C:24](=[O:32])[C:25]4[CH:30]=[CH:29][CH:28]=[C:27]([Cl:31])[CH:26]=4)[CH:20]=[CH:19][C:18]=3[CH3:33])[C:8]=2[CH:9]=[N:10][CH:11]=1)=[O:5]. (2) Given the reactants [F:1][C:2]1[CH:3]=[C:4]2[C:8](=[CH:9][CH:10]=1)[NH:7][C:6](=[O:11])/[C:5]/2=[CH:12]\[C:13]1[NH:17][C:16]2[CH2:18][CH2:19][CH2:20][CH2:21][CH2:22][C:15]=2[C:14]=1[CH2:23][CH2:24][C:25]([OH:27])=O.[NH:28]1[CH2:33][CH2:32][O:31][CH2:30][CH2:29]1.CN(C)CCCN=C=NCC.ON1C2C=CC=CC=2N=N1, predict the reaction product. The product is: [F:1][C:2]1[CH:3]=[C:4]2[C:8](=[CH:9][CH:10]=1)[NH:7][C:6](=[O:11])/[C:5]/2=[CH:12]\[C:13]1[NH:17][C:16]2[CH2:18][CH2:19][CH2:20][CH2:21][CH2:22][C:15]=2[C:14]=1[CH2:23][CH2:24][C:25]([N:28]1[CH2:33][CH2:32][O:31][CH2:30][CH2:29]1)=[O:27]. (3) Given the reactants [F:1][C:2]1[CH:3]=[C:4]([CH:29]=[C:30]([N:32]2[CH2:37][CH2:36][CH2:35][CH2:34][CH2:33]2)[CH:31]=1)[C:5]([NH:7][C:8]1[C:17]2[C:12](=[CH:13][CH:14]=[CH:15][CH:16]=2)[C:11]([O:18][C:19]2[CH:24]=[CH:23][N:22]=[C:21](S(C)(=O)=O)[N:20]=2)=[CH:10][CH:9]=1)=[O:6].[C:38]([N:41]1[CH2:46][CH2:45][NH:44][CH2:43][CH2:42]1)(=[O:40])[CH3:39], predict the reaction product. The product is: [C:38]([N:41]1[CH2:46][CH2:45][N:44]([C:21]2[N:20]=[C:19]([O:18][C:11]3[C:12]4[C:17](=[CH:16][CH:15]=[CH:14][CH:13]=4)[C:8]([NH:7][C:5](=[O:6])[C:4]4[CH:29]=[C:30]([N:32]5[CH2:37][CH2:36][CH2:35][CH2:34][CH2:33]5)[CH:31]=[C:2]([F:1])[CH:3]=4)=[CH:9][CH:10]=3)[CH:24]=[CH:23][N:22]=2)[CH2:43][CH2:42]1)(=[O:40])[CH3:39]. (4) Given the reactants [Si:1]([O:18][CH2:19][CH2:20][O:21][CH2:22][C@H:23]([O:28][C:29]1[N:34]=[CH:33][N:32]=[C:31]2[N:35]([C:38]3[CH:43]=[CH:42][CH:41]=[C:40]([F:44])[C:39]=3[CH3:45])[N:36]=[CH:37][C:30]=12)[C:24](OC)=[O:25])([C:14]([CH3:17])([CH3:16])[CH3:15])([C:8]1C=CC=CC=1)[C:2]1C=CC=CC=1.[Cl:46][C:47]1[CH:48]=[CH:49][C:50]([NH2:53])=[N:51][CH:52]=1, predict the reaction product. The product is: [Si:1]([O:18][CH2:19][CH2:20][O:21][CH2:22][C@H:23]([O:28][C:29]1[C:30]2[CH:37]=[N:36][N:35]([C:38]3[CH:43]=[CH:42][CH:41]=[C:40]([F:44])[C:39]=3[CH3:45])[C:31]=2[N:32]=[CH:33][N:34]=1)[C:24]([NH:53][C:50]1[CH:49]=[CH:48][C:47]([Cl:46])=[CH:52][N:51]=1)=[O:25])([C:14]([CH3:15])([CH3:16])[CH3:17])([CH3:8])[CH3:2]. (5) The product is: [Cl:1][C:2]1[C:3]([CH3:9])=[CH:4][C:5]([N:8]=[C:10]=[S:11])=[N:6][CH:7]=1. Given the reactants [Cl:1][C:2]1[C:3]([CH3:9])=[CH:4][C:5]([NH2:8])=[N:6][CH:7]=1.[C:10](N1C=CC=CC1=O)(N1C=CC=CC1=O)=[S:11], predict the reaction product. (6) Given the reactants [C:1]([N:5]1[C:9]2[N:10]=[C:11]([NH:14][C:15](=[O:23])[C:16]3[CH:21]=[CH:20][C:19]([CH3:22])=[CH:18][CH:17]=3)[N:12]=[CH:13][C:8]=2[C:7](I)=[CH:6]1)([CH3:4])([CH3:3])[CH3:2].[CH2:25]([NH2:27])[CH3:26].C1C[O:31][CH2:30]C1, predict the reaction product. The product is: [CH2:25]([NH:27][C:30]([C:7]1[C:8]2[CH:13]=[N:12][C:11]([NH:14][C:15](=[O:23])[C:16]3[CH:21]=[CH:20][C:19]([CH3:22])=[CH:18][CH:17]=3)=[N:10][C:9]=2[N:5]([C:1]([CH3:4])([CH3:3])[CH3:2])[CH:6]=1)=[O:31])[CH3:26]. (7) Given the reactants [F:1][C:2]1[CH:36]=[CH:35][CH:34]=[C:33]([F:37])[C:3]=1[C:4]([NH:6][C:7]1[C:8]([C:21]2[NH:22][C:23]([CH2:29][CH:30]([CH3:32])[CH3:31])=[C:24]([C:26]([OH:28])=O)[N:25]=2)=[N:9][N:10]([CH2:12][C:13]2[CH:18]=[CH:17][C:16]([O:19][CH3:20])=[CH:15][CH:14]=2)[CH:11]=1)=[O:5].Cl.CN(C)CCCN=C=NCC.ON1C2C=CC=CC=2N=N1.[NH:60]1[CH2:65][CH2:64][O:63][CH2:62][CH2:61]1, predict the reaction product. The product is: [F:37][C:33]1[CH:34]=[CH:35][CH:36]=[C:2]([F:1])[C:3]=1[C:4]([NH:6][C:7]1[C:8]([C:21]2[NH:22][C:23]([CH2:29][CH:30]([CH3:31])[CH3:32])=[C:24]([C:26]([N:60]3[CH2:65][CH2:64][O:63][CH2:62][CH2:61]3)=[O:28])[N:25]=2)=[N:9][N:10]([CH2:12][C:13]2[CH:14]=[CH:15][C:16]([O:19][CH3:20])=[CH:17][CH:18]=2)[CH:11]=1)=[O:5]. (8) Given the reactants C(SCCNC(=O)CCN1C=CC=C1)C=C.[Cl:17][C:18]1[CH:19]=[C:20]([CH:25]=[CH:26][CH:27]=1)[C:21]([O:23]O)=[O:22], predict the reaction product. The product is: [Cl:17][C:18]1[CH:19]=[C:20]([CH:25]=[CH:26][CH:27]=1)[C:21]([OH:23])=[O:22]. (9) Given the reactants [N:1]1[CH:6]=[CH:5][CH:4]=[CH:3][C:2]=1[NH:7][C:8]([N:10]1[C@@H:16]2[CH2:17][N:13]([CH2:14][CH2:15]2)[C:12]2[CH:18]=[CH:19][C:20]([C:22]([OH:24])=O)=[N:21][C:11]1=2)=[O:9].CN(C(ON1N=NC2C=CC=NC1=2)=[N+](C)C)C.F[P-](F)(F)(F)(F)F.CCN(C(C)C)C(C)C.[NH2:58][CH:59]([C:62]([F:65])([F:64])[F:63])[CH2:60][OH:61], predict the reaction product. The product is: [N:1]1[CH:6]=[CH:5][CH:4]=[CH:3][C:2]=1[NH:7][C:8]([N:10]1[C@@H:16]2[CH2:17][N:13]([CH2:14][CH2:15]2)[C:12]2[CH:18]=[CH:19][C:20]([C:22]([NH:58][CH:59]([CH2:60][OH:61])[C:62]([F:65])([F:64])[F:63])=[O:24])=[N:21][C:11]1=2)=[O:9].